This data is from Catalyst prediction with 721,799 reactions and 888 catalyst types from USPTO. The task is: Predict which catalyst facilitates the given reaction. Reactant: [C:1]([C:5]1[O:9][N:8]=[C:7]([NH:10][C:11]([NH:13][C:14]2[CH:19]=[CH:18][CH:17]=[C:16]([O:20][C:21]3[C:30]4[C:25](=[CH:26][C:27]([OH:33])=[C:28]([O:31][CH3:32])[CH:29]=4)[N:24]=[CH:23][N:22]=3)[CH:15]=2)=[O:12])[CH:6]=1)([CH3:4])([CH3:3])[CH3:2].[CH2:34]([C@@H:36]1[O:38][CH2:37]1)Cl.C(=O)([O-])[O-].[Cs+].[Cs+].[I-].[K+]. Product: [C:1]([C:5]1[O:9][N:8]=[C:7]([NH:10][C:11]([NH:13][C:14]2[CH:19]=[CH:18][CH:17]=[C:16]([O:20][C:21]3[C:30]4[C:25](=[CH:26][C:27]([O:33][CH2:34][C@H:36]5[CH2:37][O:38]5)=[C:28]([O:31][CH3:32])[CH:29]=4)[N:24]=[CH:23][N:22]=3)[CH:15]=2)=[O:12])[CH:6]=1)([CH3:4])([CH3:2])[CH3:3]. The catalyst class is: 9.